From a dataset of Forward reaction prediction with 1.9M reactions from USPTO patents (1976-2016). Predict the product of the given reaction. (1) Given the reactants [CH3:1][O:2][C:3]1[CH:8]=[CH:7][C:6]([S:9](Cl)(=[O:11])=[O:10])=[CH:5][CH:4]=1.[F:13][C:14]1[CH:19]=[CH:18][C:17]([F:20])=[CH:16][C:15]=1[C:21]1[CH:26]=[C:25]([F:27])[CH:24]=[CH:23][C:22]=1[CH:28]([NH2:30])[CH3:29].C(N(CC)CC)C, predict the reaction product. The product is: [F:13][C:14]1[CH:19]=[CH:18][C:17]([F:20])=[CH:16][C:15]=1[C:21]1[CH:26]=[C:25]([F:27])[CH:24]=[CH:23][C:22]=1[CH:28]([NH:30][S:9]([C:6]1[CH:7]=[CH:8][C:3]([O:2][CH3:1])=[CH:4][CH:5]=1)(=[O:11])=[O:10])[CH3:29]. (2) Given the reactants [F:1][C:2]1[C:24]([N:25]2[CH2:31][CH2:30][CH2:29][N:28]([CH3:32])[CH2:27][CH2:26]2)=[CH:23][C:5]2[NH:6][C:7]([C:9]3[C:13]([N+:14]([O-])=O)=[CH:12][N:11]([CH:17]4[CH2:22][CH2:21][CH2:20][CH2:19][O:18]4)[N:10]=3)=[N:8][C:4]=2[CH:3]=1.[H][H], predict the reaction product. The product is: [F:1][C:2]1[C:24]([N:25]2[CH2:31][CH2:30][CH2:29][N:28]([CH3:32])[CH2:27][CH2:26]2)=[CH:23][C:5]2[NH:6][C:7]([C:9]3[C:13]([NH2:14])=[CH:12][N:11]([CH:17]4[CH2:22][CH2:21][CH2:20][CH2:19][O:18]4)[N:10]=3)=[N:8][C:4]=2[CH:3]=1. (3) Given the reactants [Cl:1][C:2]1[CH:3]=[C:4]([C:9]2([OH:13])[CH2:12][NH:11][CH2:10]2)[CH:5]=[C:6]([F:8])[CH:7]=1.C(=O)([O-])[O-].[K+].[K+].I[CH2:21][CH3:22].O, predict the reaction product. The product is: [Cl:1][C:2]1[CH:3]=[C:4]([C:9]2([OH:13])[CH2:12][N:11]([CH2:21][CH3:22])[CH2:10]2)[CH:5]=[C:6]([F:8])[CH:7]=1. (4) Given the reactants [NH2:1][CH2:2][C:3]1[CH:4]=[C:5]([C:9]2[N:10]([CH3:21])[C:11]3[C:16]([C:17]=2[C:18]#[N:19])=[CH:15][CH:14]=[C:13]([Cl:20])[CH:12]=3)[CH:6]=[N:7][CH:8]=1.[CH:22]1([N:27]=[C:28]=[O:29])[CH2:26][CH2:25][CH2:24][CH2:23]1, predict the reaction product. The product is: [Cl:20][C:13]1[CH:12]=[C:11]2[C:16]([C:17]([C:18]#[N:19])=[C:9]([C:5]3[CH:4]=[C:3]([CH2:2][NH:1][C:28]([NH:27][CH:22]4[CH2:26][CH2:25][CH2:24][CH2:23]4)=[O:29])[CH:8]=[N:7][CH:6]=3)[N:10]2[CH3:21])=[CH:15][CH:14]=1. (5) Given the reactants C([O-])(=O)C.[K+].Br[C:7]1[CH:12]=[CH:11][C:10]([C:13]2[C:14]([OH:19])=[CH:15][CH:16]=[CH:17][CH:18]=2)=[CH:9][CH:8]=1.[B:20]1([B:20]2[O:24][C:23]([CH3:26])([CH3:25])[C:22]([CH3:28])([CH3:27])[O:21]2)[O:24][C:23]([CH3:26])([CH3:25])[C:22]([CH3:28])([CH3:27])[O:21]1, predict the reaction product. The product is: [CH3:27][C:22]1([CH3:28])[C:23]([CH3:26])([CH3:25])[O:24][B:20]([C:7]2[CH:12]=[CH:11][C:10]([C:13]3[C:14]([OH:19])=[CH:15][CH:16]=[CH:17][CH:18]=3)=[CH:9][CH:8]=2)[O:21]1. (6) Given the reactants [C:1]([O:5][C:6]([NH:8][C@H:9]1[C@@H:13]([CH2:14][F:15])[CH2:12][N:11]([C@@H](C2C=CC=CC=2)C)[CH2:10]1)=[O:7])([CH3:4])([CH3:3])[CH3:2], predict the reaction product. The product is: [C:1]([O:5][C:6]([NH:8][C@H:9]1[C@@H:13]([CH2:14][F:15])[CH2:12][NH:11][CH2:10]1)=[O:7])([CH3:4])([CH3:3])[CH3:2]. (7) Given the reactants [Br:1][C:2]1[CH:7]=[CH:6][C:5]([S:8](Cl)(=[O:10])=[O:9])=[C:4]([F:12])[CH:3]=1.[NH2:13][CH2:14][CH2:15][CH2:16][CH2:17][OH:18], predict the reaction product. The product is: [OH:18][CH2:17][CH2:16][CH2:15][CH2:14][NH:13][S:8]([C:5]1[CH:6]=[CH:7][C:2]([Br:1])=[CH:3][C:4]=1[F:12])(=[O:10])=[O:9]. (8) Given the reactants [CH2:1]([OH:10])[CH:2]=[CH:3][C:4]1[CH:9]=[CH:8][CH:7]=[CH:6][CH:5]=1.CC(C)[O-].[Al+3].CC(C)[O-].CC(C)[O-].[N+](C1C=CC=CC=1C=O)([O-])=O.Cl, predict the reaction product. The product is: [CH:1](=[O:10])[CH:2]=[CH:3][C:4]1[CH:9]=[CH:8][CH:7]=[CH:6][CH:5]=1. (9) Given the reactants [C:1]([C:5]1[CH:37]=[CH:36][C:8]([C:9]([NH:11][C@@H:12]([CH2:20][C:21]2[CH:26]=[CH:25][C:24](B3OC(C)(C)C(C)(C)O3)=[CH:23][CH:22]=2)[C:13]([O:15][C:16]([CH3:19])([CH3:18])[CH3:17])=[O:14])=[O:10])=[CH:7][CH:6]=1)([CH3:4])([CH3:3])[CH3:2].[Br:38][C:39]1[C:40]([O:46][CH3:47])=[N:41][C:42](I)=[N:43][CH:44]=1.C(=O)([O-])[O-].[Na+].[Na+], predict the reaction product. The product is: [Br:38][C:39]1[C:40]([O:46][CH3:47])=[N:41][C:42]([C:24]2[CH:23]=[CH:22][C:21]([CH2:20][C@H:12]([NH:11][C:9](=[O:10])[C:8]3[CH:36]=[CH:37][C:5]([C:1]([CH3:2])([CH3:3])[CH3:4])=[CH:6][CH:7]=3)[C:13]([O:15][C:16]([CH3:17])([CH3:19])[CH3:18])=[O:14])=[CH:26][CH:25]=2)=[N:43][CH:44]=1.